From a dataset of Forward reaction prediction with 1.9M reactions from USPTO patents (1976-2016). Predict the product of the given reaction. (1) Given the reactants [K+].[Br-].[CH3:3][C@@H:4]1[C:39]([CH3:41])([CH3:40])[O:38][C@:6]2([O:10][C@H:9]3[CH2:11][C@H:12]4[C@@H:17]5[CH2:18][CH2:19][C@H:20]6[CH2:25][C@H:24]([O:26][C:27]([CH3:29])=[O:28])[CH2:23][CH2:22][C@:21]6([CH3:30])[C@H:16]5[C@@H:15]([O:31]C(C)=O)[CH2:14][C@:13]4([CH3:35])[C@H:8]3[C@:7]2([OH:37])[CH3:36])[CH2:5]1, predict the reaction product. The product is: [CH3:3][C@@H:4]1[C:39]([CH3:40])([CH3:41])[O:38][C@@:6]2([O:10][C@H:9]3[CH2:11][C@H:12]4[C@@H:17]5[CH2:18][CH2:19][C@H:20]6[CH2:25][C@H:24]([O:26][C:27]([CH3:29])=[O:28])[CH2:23][CH2:22][C@:21]6([CH3:30])[C@H:16]5[C@@H:15]([OH:31])[CH2:14][C@:13]4([CH3:35])[C@H:8]3[C@:7]2([OH:37])[CH3:36])[CH2:5]1. (2) Given the reactants [NH3:1].[F:2][C:3]([F:32])([F:31])[C:4]1[CH:5]=[C:6]([C:10]2[N:15]=[CH:14][C:13]([N:16]3[CH2:21][CH2:20][N:19]([C:22]([O:24][CH2:25][C:26](OCC)=[O:27])=[O:23])[CH2:18][CH2:17]3)=[CH:12][CH:11]=2)[CH:7]=[CH:8][CH:9]=1.O1CCCC1, predict the reaction product. The product is: [F:2][C:3]([F:31])([F:32])[C:4]1[CH:5]=[C:6]([C:10]2[N:15]=[CH:14][C:13]([N:16]3[CH2:21][CH2:20][N:19]([C:22]([O:24][CH2:25][C:26]([NH2:1])=[O:27])=[O:23])[CH2:18][CH2:17]3)=[CH:12][CH:11]=2)[CH:7]=[CH:8][CH:9]=1. (3) Given the reactants C([O:3][C:4](=O)[CH2:5][C:6]1[C:7]([CH3:12])=[N:8][NH:9][C:10]=1[CH3:11])C.[NH:14]1C=C(CC(O)=O)C=[N:15]1.O.NN, predict the reaction product. The product is: [CH3:12][C:7]1[C:6]([CH2:5][C:4]([NH:14][NH2:15])=[O:3])=[C:10]([CH3:11])[NH:9][N:8]=1. (4) Given the reactants [C:1]([OH:6])(=[O:5])[C:2]([OH:4])=[O:3].[CH2:7]([O:14][NH:15][C@H:16]1[CH2:21][NH:20][C@H:19]([C:22]([O:24][CH2:25][C:26]2C=CC=CC=2)=[O:23])[CH2:18][CH2:17]1)[C:8]1[CH:13]=[CH:12][CH:11]=[CH:10][CH:9]=1.[O-]CC.[Na+].C(O)(=O)C.O.O.C(O)(=O)C(O)=O, predict the reaction product. The product is: [C:1]([OH:6])(=[O:5])[C:2]([OH:4])=[O:3].[CH2:7]([O:14][NH:15][C@H:16]1[CH2:21][NH:20][C@H:19]([C:22]([O:24][CH2:25][CH3:26])=[O:23])[CH2:18][CH2:17]1)[C:8]1[CH:9]=[CH:10][CH:11]=[CH:12][CH:13]=1. (5) Given the reactants [CH3:1][C:2]1[CH:3]=[C:4]([CH:7]=[CH:8][CH:9]=1)[CH:5]=O.[CH3:10][O:11][C:12]1[CH:13]=[C:14]([CH:16]=[CH:17][CH:18]=1)[NH2:15], predict the reaction product. The product is: [CH3:10][O:11][C:12]1[CH:13]=[C:14]([CH:16]=[CH:17][CH:18]=1)[N:15]=[CH:5][C:4]1[CH:7]=[CH:8][CH:9]=[C:2]([CH3:1])[CH:3]=1. (6) Given the reactants [N+:1]([C:4]1[CH:9]=[C:8]([C:10](=[O:13])[CH2:11][CH3:12])[CH:7]=[CH:6][C:5]=1[NH:14][C:15](=[O:17])[CH3:16])([O-:3])=[O:2].[Br:18]Br.O, predict the reaction product. The product is: [Br:18][CH:11]([CH3:12])[C:10]([C:8]1[CH:7]=[CH:6][C:5]([NH:14][C:15](=[O:17])[CH3:16])=[C:4]([N+:1]([O-:3])=[O:2])[CH:9]=1)=[O:13]. (7) The product is: [Cl:3][C:4]1[CH:11]=[C:10]([O:12][CH3:13])[CH:9]=[CH:8][C:5]=1[CH:6]=[O:7]. Given the reactants [H-].[Na+].[Cl:3][C:4]1[CH:11]=[C:10]([OH:12])[CH:9]=[CH:8][C:5]=1[CH:6]=[O:7].[CH3:13]I.O, predict the reaction product. (8) Given the reactants [O:1]1[CH2:6][CH2:5][N:4]([C:7]2[CH:12]=[C:11]3[NH:13][CH2:14][C:15]4([CH2:20][CH2:19][O:18][CH2:17][CH2:16]4)[C:10]3=[CH:9][CH:8]=2)[CH2:3][CH2:2]1.CN(C=O)C.[H-].[Na+].Cl[C:29]1[C:38]2[C:33](=[CH:34][CH:35]=[CH:36][CH:37]=2)[N:32]=[C:31]([C:39]2[CH:44]=[CH:43][CH:42]=[CH:41][CH:40]=2)[C:30]=1[CH3:45].ClC1C=CC2C(=CC=CC=2)N=1, predict the reaction product. The product is: [CH3:45][C:30]1[C:31]([C:39]2[CH:44]=[CH:43][CH:42]=[CH:41][CH:40]=2)=[N:32][C:33]2[C:38]([C:29]=1[N:13]1[C:11]3[C:10](=[CH:9][CH:8]=[C:7]([N:4]4[CH2:3][CH2:2][O:1][CH2:6][CH2:5]4)[CH:12]=3)[C:15]3([CH2:20][CH2:19][O:18][CH2:17][CH2:16]3)[CH2:14]1)=[CH:37][CH:36]=[CH:35][CH:34]=2. (9) Given the reactants [CH3:1][O:2][C:3]1[CH:4]=[C:5]([CH:18]=[CH:19][C:20]=1[O:21][CH3:22])[CH2:6][NH:7][C:8]1[C:9]2[S:16][C:15](I)=[CH:14][C:10]=2[N:11]=[CH:12][N:13]=1.[N:23]1[CH:28]=[CH:27][CH:26]=[C:25](B(O)O)[CH:24]=1.CN(C=O)C.C([O-])([O-])=O.[K+].[K+], predict the reaction product. The product is: [CH3:1][O:2][C:3]1[CH:4]=[C:5]([CH:18]=[CH:19][C:20]=1[O:21][CH3:22])[CH2:6][NH:7][C:8]1[C:9]2[S:16][C:15]([C:25]3[CH:24]=[N:23][CH:28]=[CH:27][CH:26]=3)=[CH:14][C:10]=2[N:11]=[CH:12][N:13]=1.